Dataset: Full USPTO retrosynthesis dataset with 1.9M reactions from patents (1976-2016). Task: Predict the reactants needed to synthesize the given product. (1) Given the product [NH2:22][C:21]1[C:16]([NH:15][C:10](=[O:12])[C:9]([O:8][C:6]2[CH:5]=[CH:4][CH:3]=[C:2]([Cl:1])[N:7]=2)([CH3:14])[CH3:13])=[N:17][CH:18]=[CH:19][CH:20]=1, predict the reactants needed to synthesize it. The reactants are: [Cl:1][C:2]1[N:7]=[C:6]([O:8][C:9]([CH3:14])([CH3:13])[C:10]([OH:12])=O)[CH:5]=[CH:4][CH:3]=1.[NH2:15][C:16]1[C:21]([NH2:22])=[CH:20][CH:19]=[CH:18][N:17]=1.CCN=C=NCCCN(C)C. (2) Given the product [C:3]([C@:5]([CH2:36][C:32]1[CH:31]=[N:30][CH:35]=[CH:34][CH:33]=1)([C@H:10]([C:21]1[CH:26]=[CH:25][CH:24]=[CH:23][C:22]=1[O:27][CH3:28])[C:11]1[C:20]2[C:15](=[CH:16][CH:17]=[CH:18][CH:19]=2)[CH:14]=[CH:13][CH:12]=1)[C:6]([O:8][CH3:9])=[O:7])#[N:4], predict the reactants needed to synthesize it. The reactants are: [H-].[Na+].[C:3]([CH:5]([CH:10]([C:21]1[CH:26]=[CH:25][CH:24]=[CH:23][C:22]=1[O:27][CH3:28])[C:11]1[C:20]2[C:15](=[CH:16][CH:17]=[CH:18][CH:19]=2)[CH:14]=[CH:13][CH:12]=1)[C:6]([O:8][CH3:9])=[O:7])#[N:4].Cl.[N:30]1[CH:35]=[CH:34][CH:33]=[C:32]([CH2:36]Cl)[CH:31]=1.